Dataset: Experimentally validated miRNA-target interactions with 360,000+ pairs, plus equal number of negative samples. Task: Binary Classification. Given a miRNA mature sequence and a target amino acid sequence, predict their likelihood of interaction. (1) The protein sequence of the target gene is MASKGPSASASPENSSAGGPSGSSNGAGESGGQDSTFECNICLDTAKDAVISLCGHLFCWPCLHQWLETRPNRQVCPVCKAGISRDKVIPLYGRGSTGQQDPREKTPPRPQGQRPEPENRGGFQGFGFGDGGFQMSFGIGAFPFGIFATAFNINDGRPPPAVPGTPQYVDEQFLSRLFLFVALVIMFWLLIA. The miRNA is hsa-miR-654-5p with sequence UGGUGGGCCGCAGAACAUGUGC. Result: 1 (interaction). (2) The miRNA is hsa-miR-4726-3p with sequence ACCCAGGUUCCCUCUGGCCGCA. The protein sequence of the target gene is MESALPAAGFLYWVGAGTVAYLALRISYSLFTALRVWGVGNEAGVGPGLGEWAVVTGSTDGIGKSYAEELAKHGMKVVLISRSKDKLDQVSSEIKEKFKVETRTIAVDFASEDIYDKIKTGLAGLEIGILVNNVGMSYEYPEYFLDVPDLDNVIKKMININILSVCKMTQLVLPGMVERSKGAILNISSGSGMLPVPLLTIYSATKTFVDFFSQCLHEEYRSKGVFVQSVLPYFVATKLAKIRKPTLDKPSPETFVKSAIKTVGLQSRTNGYLIHALMGSIISNLPSWIYLKIVMNMNKS.... Result: 1 (interaction). (3) The miRNA is hsa-miR-503-5p with sequence UAGCAGCGGGAACAGUUCUGCAG. The protein sequence of the target gene is MAPEINLPGPMSLIDNTKGQLVVNPEALKILSAITQPVVVVAIVGLYRTGKSYLMNKLAGKKNGFSLGSTVKSHTKGIWMWCVPHPKKPEHTLVLLDTEGLGDIEKGDNENDSWIFALAILLSSTFVYNSMGTINQQAMDQLHYVTELTDRIKANSSPGNNSVDDSADFVSFFPAFVWTLRDFTLELEVDGEPITADDYLELSLKLRKGTDKKSKSFNDPRLCIRKFFPKRKCFVFDWPAPKKYLAHLEQLKEEELNPDFIEQVAEFCSYILSHSNVKTLSGGIPVNGPRLESLVLTYVN.... Result: 0 (no interaction). (4) The miRNA is hsa-miR-6516-3p with sequence AUCAUGUAUGAUACUGCAAACA. The protein sequence of the target gene is MHLVAGDSPGSGPHLPATAFIIPASSATLGLPSSALDVSCFPREPIHVGAPEQVAGCEPVSATVLPQLSAGPASSSTSTVRLLEWTEAAAPPPGGGLRFRISEYKPLNMAGVEQPPSPELRQEGVTEYEDGGAPAGDGEAGPQQAEDHPQNPPEDPNQDPPEDDSTCQCQACGPHQAAGPDLGSSNDGCPQLFQERSVIVENSSGSTSASELLKPMKKRKRREYQSPSEEESEPEAMEKQEEGKDPEGQPTASTPESEEWSSSQPATGEKKECWSWESYLEEQKAITAPVSLFQDSQAVT.... Result: 0 (no interaction). (5) The protein sequence of the target gene is METQKDEAAQAKGAAASGSTREQTAEKGAKNKAAEATEGPTSEPSSSGPGRLKKTAMKLFGGKKGICTLPSFFGGGRSKGSGKGSSKKGLSKSKTHDGLSEAAHGPEDVVSEGTGFSLPLPELPCQFPSSQSAHGALETGSRCKTSVAGATEKAVAEKFPSMPKPKKGLKGFFSSIRRHRKSKVTGAEQSEPGAKGPERVRARPHEHVSSAPQVPCFEETFQAPRKENANPQDAPGPKVSPTPEPSPPATEKMACKDPEKPMEACASAHVQPKPAPEASSLEEPHSPETGEKVVAGEVNP.... The miRNA is hsa-miR-548aq-3p with sequence CAAAAACUGCAAUUACUUUUGC. Result: 1 (interaction). (6) The miRNA is mmu-miR-466d-5p with sequence UGUGUGUGCGUACAUGUACAUG. The protein sequence of the target gene is MPVTEKDLAEDAPWKKIQQNTFTRWCNEHLKCVNKRIGNLQTDLSDGLRLIALLEVLSQKRMHHKYHQRPTFRQMKLENVSVALEFLDHESIKLVSIDSKAIVDGNLKLILGLVWTLILHYSISMPVWEDEGDDDAKKQTPKQRLLGWIQNKIPYLPITNFNQNWQDGKALGALVDSCAPGLCPDWESWDPRKPVDNAREAMQQADDWLGVPQVITPEEIIHPDVDEHSVMTYLSQFPKAKLKPGAPLKPKLNPKKARAYGRGIEPTGNMVKQPAKFTVDTISAGQGDVMVFVEDPEGNK.... Result: 1 (interaction).